Predict the product of the given reaction. From a dataset of Forward reaction prediction with 1.9M reactions from USPTO patents (1976-2016). (1) Given the reactants Br[C:2]1[CH:7]=[CH:6][C:5]([C:8]2[N:12]([C@@H:13]3[CH2:17][CH2:16][C@H:15]([NH:18][C:19](=[O:22])[CH2:20][CH3:21])[CH2:14]3)[N:11]=[N:10][CH:9]=2)=[CH:4][CH:3]=1.[Cl:23][C:24]1[CH:29]=[CH:28][C:27](B(O)O)=[CH:26][CH:25]=1, predict the reaction product. The product is: [Cl:23][C:24]1[CH:29]=[CH:28][C:27]([C:2]2[CH:7]=[CH:6][C:5]([C:8]3[N:12]([C@@H:13]4[CH2:17][CH2:16][C@H:15]([NH:18][C:19](=[O:22])[CH2:20][CH3:21])[CH2:14]4)[N:11]=[N:10][CH:9]=3)=[CH:4][CH:3]=2)=[CH:26][CH:25]=1. (2) Given the reactants [ClH:1].O1CCOCC1.C(OC([NH:15][C@@H:16]([CH3:54])[C:17]([NH:19][CH:20]([CH3:53])[C:21]([NH:23][CH2:24][C:25](=[C:27]1[CH2:32][CH2:31][CH2:30][N:29]([C:33]2[C:42]([O:43][CH3:44])=[C:41]3[C:36]([C:37](=[O:51])[C:38]([C:48]([OH:50])=[O:49])=[CH:39][N:40]3[CH:45]3[CH2:47][CH2:46]3)=[CH:35][C:34]=2[F:52])[CH2:28]1)[F:26])=[O:22])=[O:18])=O)(C)(C)C, predict the reaction product. The product is: [ClH:1].[NH2:15][C@@H:16]([CH3:54])[C:17]([NH:19][C@@H:20]([CH3:53])[C:21]([NH:23][CH2:24][C:25](=[C:27]1[CH2:32][CH2:31][CH2:30][N:29]([C:33]2[C:42]([O:43][CH3:44])=[C:41]3[C:36]([C:37](=[O:51])[C:38]([C:48]([OH:50])=[O:49])=[CH:39][N:40]3[CH:45]3[CH2:46][CH2:47]3)=[CH:35][C:34]=2[F:52])[CH2:28]1)[F:26])=[O:22])=[O:18]. (3) The product is: [CH3:1][O:2][C:3]1[CH:4]=[C:5]2[C:9](=[CH:10][CH:11]=1)[NH:8][C:7]([CH3:12])=[C:6]2[C:19]([C:16]1[CH:17]=[CH:18][C:13]([CH3:22])=[CH:14][CH:15]=1)=[O:20]. Given the reactants [CH3:1][O:2][C:3]1[CH:4]=[C:5]2[C:9](=[CH:10][CH:11]=1)[NH:8][C:7]([CH3:12])=[CH:6]2.[C:13]1([CH3:22])[CH:18]=[CH:17][C:16]([C:19](Cl)=[O:20])=[CH:15][CH:14]=1.[Cl-].[Cl-].[NH4+], predict the reaction product. (4) Given the reactants [CH3:1][N:2]1[C:6]([OH:7])=[C:5]([C:8]2[C:13]([F:14])=[CH:12][C:11]([F:15])=[CH:10][C:9]=2[F:16])[C:4]([CH3:17])=[N:3]1.CN1[C:23](=O)[C:22]([C:25]2C(F)=CC(F)=CC=2F)=[C:21](C)N1.C(=O)([O-])[O-].[K+].[K+].BrCC(C)C, predict the reaction product. The product is: [CH3:1][N:2]1[C:6]([O:7][CH2:21][CH:22]([CH3:25])[CH3:23])=[C:5]([C:8]2[C:13]([F:14])=[CH:12][C:11]([F:15])=[CH:10][C:9]=2[F:16])[C:4]([CH3:17])=[N:3]1.